This data is from NCI-60 drug combinations with 297,098 pairs across 59 cell lines. The task is: Regression. Given two drug SMILES strings and cell line genomic features, predict the synergy score measuring deviation from expected non-interaction effect. (1) Drug 1: CC12CCC(CC1=CCC3C2CCC4(C3CC=C4C5=CN=CC=C5)C)O. Drug 2: CC=C1C(=O)NC(C(=O)OC2CC(=O)NC(C(=O)NC(CSSCCC=C2)C(=O)N1)C(C)C)C(C)C. Cell line: SK-MEL-5. Synergy scores: CSS=43.1, Synergy_ZIP=-4.83, Synergy_Bliss=-12.2, Synergy_Loewe=-72.5, Synergy_HSA=-13.1. (2) Drug 1: CN(C)N=NC1=C(NC=N1)C(=O)N. Drug 2: CC12CCC3C(C1CCC2O)C(CC4=C3C=CC(=C4)O)CCCCCCCCCS(=O)CCCC(C(F)(F)F)(F)F. Cell line: SF-295. Synergy scores: CSS=6.92, Synergy_ZIP=-2.34, Synergy_Bliss=-2.31, Synergy_Loewe=-1.63, Synergy_HSA=-1.92. (3) Drug 1: CS(=O)(=O)C1=CC(=C(C=C1)C(=O)NC2=CC(=C(C=C2)Cl)C3=CC=CC=N3)Cl. Drug 2: C(CC(=O)O)C(=O)CN.Cl. Cell line: ACHN. Synergy scores: CSS=-4.49, Synergy_ZIP=2.02, Synergy_Bliss=-0.188, Synergy_Loewe=-2.54, Synergy_HSA=-3.06.